Dataset: Full USPTO retrosynthesis dataset with 1.9M reactions from patents (1976-2016). Task: Predict the reactants needed to synthesize the given product. Given the product [CH2:26]([O:25][C:22]1[CH:23]=[CH:24][C:19]([CH:17]2[CH2:18][CH:16]2[C:14]([OH:15])=[O:44])=[CH:20][C:21]=1[Cl:33])[C:27]1[CH:32]=[CH:31][CH:30]=[CH:29][CH:28]=1, predict the reactants needed to synthesize it. The reactants are: C([C@@H]1COC(=O)N1[C:14]([CH:16]1[CH2:18][CH:17]1[C:19]1[CH:24]=[CH:23][C:22]([O:25][CH2:26][C:27]2[CH:32]=[CH:31][CH:30]=[CH:29][CH:28]=2)=[C:21]([Cl:33])[CH:20]=1)=[O:15])C1C=CC=CC=1.C(C1C[O:44]C(=O)N1)C1C=CC=CC=1.